Dataset: Human Reference Interactome with 51,813 positive PPI pairs across 8,248 proteins, plus equal number of experimentally-validated negative pairs. Task: Binary Classification. Given two protein amino acid sequences, predict whether they physically interact or not. (1) Protein 1 (ENSG00000137776) has sequence MAAATGAVAASAASGQAEGKKITDLRVIDLKSELKRRNLDITGVKTVLISRLKQAIEEEGGDPDNIELTVSTDTPNKKPTKGKGKKHEADELSGDASVEDDAFIKDCELENQEAHEQDGNDELKDSEEFGENEEENVHSKELLSAEENKRAHELIEAEGIEDIEKEDIESQEIEAQEGEDDTFLTAQDGEEEENEKEGSLAEADHTAHEEMEAHTTVKEAEDDNISVTIQAEDAITLDFDGDDLLETGKNVKITDSEASKPKDGQDAIAQSPEKESKDYEMNANHKDGKKEDCVKGDPVE.... Protein 2 (ENSG00000164010) has sequence MEMASSAGSWLSGCLIPLVFLRLSVHVSGHAGDAGKFHVALLGGTAELLCPLSLWPGTVPKEVRWLRSPFPQRSQAVHIFRDGKDQDEDLMPEYKGRTVLVRDAQEGSVTLQILDVRLEDQGSYRCLIQVGNLSKEDTVILQVAAPSVGSLSPSAVALAVILPVLVLLIMVCLCLIWKQRRAKEKLLYEHVTEVDNLLSDHAKEKGKLHKAVKKLRSELKLKRAAANSGWRRARLHFVAVTLDPDTAHPKLILSEDQRCVRLGDRRQPVPDNPQRFDFVVSILGSEYFTTGCHYWEVYVG.... Result: 0 (the proteins do not interact). (2) Protein 1 (ENSG00000122390) has sequence MIVAEIKNRTKIHKEDGDILASNFSVDTQVAYILSLGVVKEFRKHGIGSLLLESLKDHISTTAQDHCKAIYLHVLTTNNTAINFYENRDFKQHHYLPYYYSIRGVLKDGFTYVLYINGGHPPWTILDYIQHLGSALASLSPCSIPHRVYRQAHSLLCSFLPWSGISSKSGIEYSRTM*MTEVVPSSALSEVSLRLLCHDDIDTVKHLCGDWFPIEYPDSWYRDITSNKKFFSLAATYRGAIVGMIVAEIKNRTKIHKEDGDILASNFSVDTQVAYILSLGVVKEFRKHGIGSLLLESLKD.... Protein 2 (ENSG00000099942) has sequence MSSARFDSSDRSAWYMGPVSRQEAQTRLQGQRHGMFLVRDSSTCPGDYVLSVSENSRVSHYIINSLPNRRFKIGDQEFDHLPALLEFYKIHYLDTTTLIEPAPRYPSPPMGSVSAPNLPTAEDNLEYVRTLYDFPGNDAEDLPFKKGEILVIIEKPEEQWWSARNKDGRVGMIPVPYVEKLVRSSPHGKHGNRNSNSYGIPEPAHAYAQPQTTTPLPAVSGSPGAAITPLPSTQNGPVFAKAIQKRVPCAYDKTALALEVGDIVKVTRMNINGQWEGEVNGRKGLFPFTHVKIFDPQNPD.... Result: 0 (the proteins do not interact). (3) Protein 1 (ENSG00000150045) has sequence MQDEERYMTLNVQSKKRSSAQTSQLTFKDYSVTLHWYKILLGISGTVNGILTLTLISLILLVLCQSEWLKYQGKCYWFSNEMKSWSDSYVYCLERKSHLLIIHDQLEMAFIQKNLRQLNYVWIGLNFTSLKMTWTWVDGSPIDSKIFFIKGPAKENSCAAIKESKIFSETCSSVFKWICQY*MQDEERYMTLNVQSKKRSSAQTSQLTFKDYSVTLHWYKILLGISGTVNGILTLTLISLILLDSS*MQDEERYMTLNVQSKKRSSAQTSQLTFKDYSVTLHWYKILLGISGTVNGILTL.... Protein 2 (ENSG00000158806) has sequence MNLSSASSTEEKAVTTVLWGCELSQERRTWTFRPQLEGKQSCRLLLHTICLGEKAKEEMHRVEILPPANQEDKKMQPVTIASLQASVLPMVSMVGVQLSPPVTFQLRAGSGPVFLSGQERYEASDLTWEEEEEEEGEEEEEEEEDDEDEDADISLEEQSPVKQVKRLVPQKQASVAKKKKLEKEEEEIRASVRDKSPVKKAKATARAKKPGFKK*MNLSSASSTEEKAVTTVLWGCELSQERRTWTFRPQLEGKQSCRLLLHTICLGEKAKEEMHRVEILPPANQEDKKMQPVTIASLQA.... Result: 0 (the proteins do not interact). (4) Protein 1 (ENSG00000104886) has sequence MRYNEKELQALSRQPAEMAAELGMRGPKKGSVLKRRLVKLVVNFLFYFRTDEAEPVGALLLERCRVVREEPGTFSISFIEDPERKYHFECSSEEQCQEWMEALRRASYEFMRRSLIFYRNEIRKVTGKDPLEQFGISEEARFQLSGLQA*MRYNEKELQALSRQPAEMAAELGMRGPKKGSVLKRRLVKLVVNFLFYFRTDEAEPVGALLLERCRVVREEPGTFSISFIEDPERKYHFECSSEEQCQEWMEALRRASYEFMRRSLIFYRNEIRKVTGKKHQGTHDRPAPHRRACCEPWTA.... Protein 2 (ENSG00000177096) has sequence MKLNERSVAHYALSDSPADHMGFLRTWGGPGTPPTPSGTGRRCWFVLKGNLLFSFESREGRAPLSLVVLEGCTVELAEAPVPEEFAFAICFDAPGVRPHLLAAEGPAAQEAWVKVLSRASFGYMRLVVRELESQLQDARQSLALQRRSSWKSVASRCKPQAPNHRAAGLENGHCLSKDSSPVGLVEEAGSRSAGWGLAEWELQGPASLLLGKGQSPVSPETSCFSTLHDWYGQEIVELRQCWQKRAQGSHSKCEEQDRP*MKLNERSVAHYALSDSPADHMGFLRTWGGPGTPPTPSGTG.... Result: 1 (the proteins interact). (5) Protein 1 (ENSG00000198390) has sequence MSYNCCSGNFSSRSCGGYLHYPASSCGFSYPSNQVYSTDLCSPSTCQLGSSLYRGCQQTCWEPTSCQTSYVESSPCQTSCYRPRTSLLCSPCQTTYSGSLGFGSSSCRSLGYGSRSCYSVGCGSSGFRSLGYGGCGFPSLGYGVGFCRPTYLASRSCQSSCYRPTCGSGFYY*. Protein 2 (ENSG00000183034) has sequence MSEELAQGPKESPPAPRAGPREVWKKGGRLLSVLLAVNVLLLACTLISGGAFNKVAVYDTDVFALLTAMMLLATLWILFYLLRTVRCPCAVPYRDAHAGPIWLRGGLVLFGICTLIMDVFKTGYYSSFFECQSAIKILHPLIQAVFVIIQTYFLWVSAKDCVHVHLDLTWCGLMFTLTTNLAIWMAAVVDESVHQSHSYSSSHSNASHARLISDQHADNPVGGDSCLCSTAVCQIFQQGYFYLYPFNIEYSLFASTMLYVMWKNVGRFLASTPGHSHTPTPVSLFRETFFAGPVLGLLLF.... Result: 0 (the proteins do not interact). (6) Protein 1 (ENSG00000143382) has sequence MENWTGRPWLYLLLLLSLPQLCLDQEVLSGHSLQTPTEEGQGPEGVWGPWVQWASCSQPCGVGVQRRSRTCQLPTVQLHPSLPLPPRPPRHPEALLPRGQGPRPQTSPETLPLYRTQSRGRGGPLRGPASHLGREETQEIRAARRSRLRDPIKPGMFGYGRVPFALPLHRNRRHPRSPPRSELSLISSRGEEAIPSPTPRAEPFSANGSPQTELPPTELSVHTPSPQAEPLSPETAQTEVAPRTRPAPLRHHPRAQASGTEPPSPTHSLGEGGFFRASPQPRRPSSQGWASPQVAGRRPD.... Protein 2 (ENSG00000266714) has sequence XFAEVLGVECRGGSTLELSLKSEQLVLHTARARAIEALVELFLNELKKDSGYVIALRSYITDNCSLLSFHRGDLIKLLPVATLEPGWQFGSAGGRSGLFPADIVQPAAAPDFSFSKEQRSGWHKGQLSNGEPGLARWDRASEVRKMGEGQAEARPA*XKQVTGHPRPEHCTRGWSFLSLLTGFFPPSTRLMPYLTKFLQDSGPSQELARSSQEHLQRTVKYGGRRRMPPPGEMKAFLKGQAIRLLLIHLPGGVDYRTNIQTFTVAAEVQEELCRQMGITEPQEVQEFALFLIKEKSKLGD.... Result: 1 (the proteins interact). (7) Protein 1 (ENSG00000165973) has sequence MPMDLILVVWFCVCTARTVVGFGMDPDLQMDIVTELDLVNTTLGVAQVSGMHNASKAFLFQDIEREIHAAPHVSEKLIQLFRNKSEFTILATVQQKPSTSGVILSIRELEHRIYERVIDPPDTNLPPGINLWLGQRNQKHGLFKGIIQDGKIIFMPNGYITQCPNLNHTCPTCSDFLSLVQGIMDLQELLAKMTAKLNYAETRLSQLENCHCEKTCQVSGLLYRDQDSWVDGDHCRNCTCKSGAVECRRMSCPPLNCSPDSLPVHIAGQCCKVCRPKCIYGGKVLAEGQRILTKSCRECR.... Protein 2 (ENSG00000131669) has sequence MDSGTEEYELNGGLPPGTPGSPDASPARWGWRHGPINVNHYASKKSAAESMLDIALLMANASQLKAVVEQGPSFAFYVPLVVLISISLVLQIGVGVLLIFLVKYDLNNPAKHAKLDFLNNLATGLVFIIVVVNIFITAFGVQKPLMDMAPQQ*. Result: 0 (the proteins do not interact). (8) Protein 1 (ENSG00000164924) has sequence MDKNELVQKAKLAEQAERYDDMAACMKSVTEQGAELSNEERNLLSVAYKNVVGARRSSWRVVSSIEQKTEGAEKKQQMAREYREKIETELRDICNDVLSLLEKFLIPNASQAESKVFYLKMKGDYYRYLAEVAAGDDKKGIVDQSQQAYQEAFEISKKEMQPTHPIRLGLALNFSVFYYEILNSPEKACSLAKTAFDEAIAELDTLSEESYKDSTLIMQLLRDNLTLWTSDTQGDEAEAGEGGEN*MDKNELVQKAKLAEQAERYDDMAACMKSVTEQGAELSNEERNLLSVAYKNVVGA.... Protein 2 (ENSG00000183323) has sequence MSKVARSSSESDVQLWETEEDDMTEGDLGYGLGRKPGGIYEIEFSHRSRKRSDGKNFSPPPFPRKGEERNEASFQYSKHKSQQDTFPQVSRISNYRRQSSTDSNSELSNEELRQCLNETLEEVEMLKTELEASQRQLRGKEEALKILQSMAILGKATSHTQAVLQKTMEQNRSLEKEINALQWEIEFDHNRFKNIEESWIQKYDRLNCENAVLKENLKVKTEEIKMLKSDNAVLNQRYLEALAMLDIKQQKMAQENMCCDKSGFAEASGLEDFHHQGVRRPSGRDCWVCSLQKTVLRGWK.... Result: 1 (the proteins interact).